This data is from Full USPTO retrosynthesis dataset with 1.9M reactions from patents (1976-2016). The task is: Predict the reactants needed to synthesize the given product. (1) Given the product [CH3:18][C:2]1([CH3:1])[O:6][C@H:5]([C@@H:7]2[C@@H:11]3[O:12][C:13]([CH3:15])([CH3:16])[O:14][C@@H:10]3[C@H:30]([OH:31])[C:9](=[O:17])[O:8]2)[CH2:4][O:3]1.[CH3:18][C:2]1([CH3:1])[O:6][C@H:5]([C@@H:7]2[C@@H:11]3[O:12][C:13]([CH3:15])([CH3:16])[O:14][C@@H:10]3[C@@H:30]([OH:31])[C:9](=[O:17])[O:8]2)[CH2:4][O:3]1, predict the reactants needed to synthesize it. The reactants are: [CH3:1][C:2]1([CH3:18])[O:6][C@H:5]([C@@H:7]2[C@@H:11]3[O:12][C:13]([CH3:16])([CH3:15])[O:14][C@@H:10]3[CH:9]([OH:17])[O:8]2)[CH2:4][O:3]1.[C-]#N.[Na+].[Cl-].[Na+].S(=O)(=O)(O)O.C[CH2:30][O:31]C(C)=O. (2) Given the product [CH2:3]([O:10][C:11]1[C:15]([O:16][CH2:17][C:18]2[CH:23]=[CH:22][CH:21]=[CH:20][CH:19]=2)=[C:14]([P:78]([CH3:80])([CH3:77])=[O:79])[N:13]([C:25]2[CH:30]=[CH:29][C:28]([O:31][CH3:32])=[CH:27][CH:26]=2)[C:12]=1[C:33]([N:35]([CH3:37])[CH3:36])=[O:34])[C:4]1[CH:9]=[CH:8][CH:7]=[CH:6][CH:5]=1, predict the reactants needed to synthesize it. The reactants are: [Cl-].[Li+].[CH2:3]([O:10][C:11]1[C:15]([O:16][CH2:17][C:18]2[CH:23]=[CH:22][CH:21]=[CH:20][CH:19]=2)=[C:14](I)[N:13]([C:25]2[CH:30]=[CH:29][C:28]([O:31][CH3:32])=[CH:27][CH:26]=2)[C:12]=1[C:33]([N:35]([CH3:37])[CH3:36])=[O:34])[C:4]1[CH:9]=[CH:8][CH:7]=[CH:6][CH:5]=1.C(OC1C(OCC2C=CC=CC=2)=CN(C2C=CC(OC)=CC=2)C=1C(N(C)C)=O)C1C=CC=CC=1.C([Mg]Cl)(C)C.[CH3:77][P:78](Cl)([CH3:80])=[O:79]. (3) The reactants are: ClCCl.Cl.Cl.[NH2:6][CH2:7][C:8]1[CH:13]=[CH:12][C:11]([C:14]2[NH:18][C:17]([C@H:19]3[N:27]4[C:22](=[CH:23][C:24]([C:29]5[CH:34]=[C:33]([Cl:35])[CH:32]=[CH:31][C:30]=5[N:36]5[CH:40]=[N:39][N:38]=[N:37]5)=[CH:25][C:26]4=[O:28])[CH2:21][CH2:20]3)=[N:16][CH:15]=2)=[CH:10][CH:9]=1.[CH2:41]([N:43]=[C:44]=[O:45])[CH3:42]. Given the product [Cl:35][C:33]1[CH:32]=[CH:31][C:30]([N:36]2[CH:40]=[N:39][N:38]=[N:37]2)=[C:29]([C:24]2[CH:23]=[C:22]3[N:27]([C@H:19]([C:17]4[NH:18][C:14]([C:11]5[CH:10]=[CH:9][C:8]([CH2:7][NH:6][C:44]([NH:43][CH2:41][CH3:42])=[O:45])=[CH:13][CH:12]=5)=[CH:15][N:16]=4)[CH2:20][CH2:21]3)[C:26](=[O:28])[CH:25]=2)[CH:34]=1, predict the reactants needed to synthesize it. (4) Given the product [C:32]12([O:42][C:8](=[O:31])[CH2:9][CH2:10][C:11]3[CH:12]=[C:13]4[C:17](=[CH:18][CH:19]=3)[C:16](=[C:20]3[C:28]5[C:23](=[CH:24][CH:25]=[C:26]([F:29])[CH:27]=5)[NH:22][C:21]3=[O:30])[O:15][CH2:14]4)[CH2:39][CH:38]3[CH2:37][CH:36]([CH2:35][CH:34]([CH2:40]3)[CH2:33]1)[CH2:41]2, predict the reactants needed to synthesize it. The reactants are: N1C=CC=CC=1S[C:8](=[O:31])[CH2:9][CH2:10][C:11]1[CH:12]=[C:13]2[C:17](=[CH:18][CH:19]=1)[C:16](=[C:20]1[C:28]3[C:23](=[CH:24][CH:25]=[C:26]([F:29])[CH:27]=3)[NH:22][C:21]1=[O:30])[O:15][CH2:14]2.[C:32]12([OH:42])[CH2:41][CH:36]3[CH2:37][CH:38]([CH2:40][CH:34]([CH2:35]3)[CH2:33]1)[CH2:39]2.[NH4+].[Cl-].C([O-])(O)=O.[Na+].